Dataset: Forward reaction prediction with 1.9M reactions from USPTO patents (1976-2016). Task: Predict the product of the given reaction. (1) Given the reactants Br[C:2]1[CH:7]=[C:6]([F:8])[CH:5]=[C:4]([Br:9])[CH:3]=1.[CH3:10][O:11][C:12](=[O:23])[CH2:13][CH2:14][C:15]1[CH:20]=[CH:19][C:18]([OH:21])=[CH:17][C:16]=1[CH3:22], predict the reaction product. The product is: [CH3:10][O:11][C:12](=[O:23])[CH2:13][CH2:14][C:15]1[CH:20]=[CH:19][C:18]([O:21][C:2]2[CH:7]=[C:6]([F:8])[CH:5]=[C:4]([Br:9])[CH:3]=2)=[CH:17][C:16]=1[CH3:22]. (2) Given the reactants [CH2:1]([O:8][C:9](=[O:20])[NH:10][C@H:11]1[C@@H:16]([C:17](=[O:19])[NH2:18])[CH2:15][CH:14]=[CH:13][CH2:12]1)[C:2]1[CH:7]=[CH:6][CH:5]=[CH:4][CH:3]=1.[Li]CCCC.[CH3:26][C:27]([O:30][C:31](O[C:31]([O:30][C:27]([CH3:29])([CH3:28])[CH3:26])=[O:32])=[O:32])([CH3:29])[CH3:28], predict the reaction product. The product is: [CH2:1]([O:8][C:9](=[O:20])[NH:10][C@H:11]1[C@@H:16]([C:17]([NH:18][C:31]([O:30][C:27]([CH3:29])([CH3:28])[CH3:26])=[O:32])=[O:19])[CH2:15][CH:14]=[CH:13][CH2:12]1)[C:2]1[CH:3]=[CH:4][CH:5]=[CH:6][CH:7]=1. (3) Given the reactants S(Cl)([Cl:3])=O.[F:5][CH:6]([F:20])[C:7]1[CH:19]=[C:10]2[C:11]([CH2:17]O)=[CH:12][CH:13]=[C:14]([O:15][CH3:16])[N:9]2[N:8]=1.C(=O)([O-])O.[Na+], predict the reaction product. The product is: [Cl:3][CH2:17][C:11]1[C:10]2[N:9]([N:8]=[C:7]([CH:6]([F:20])[F:5])[CH:19]=2)[C:14]([O:15][CH3:16])=[CH:13][CH:12]=1.